Dataset: Full USPTO retrosynthesis dataset with 1.9M reactions from patents (1976-2016). Task: Predict the reactants needed to synthesize the given product. (1) Given the product [CH3:17][O:16][C:7]1[C:6]([C:18]2[S:19][CH:20]=[CH:21][CH:22]=2)=[CH:5][C:4]2[N:3]=[C:2]([C:23]3[CH:28]=[CH:27][CH:26]=[CH:25][CH:24]=3)[CH:11]=[N:10][C:9]=2[C:8]=1[C:12]([O:14][CH3:15])=[O:13], predict the reactants needed to synthesize it. The reactants are: Cl[C:2]1[CH:11]=[N:10][C:9]2[C:8]([C:12]([O:14][CH3:15])=[O:13])=[C:7]([O:16][CH3:17])[C:6]([C:18]3[S:19][CH:20]=[CH:21][CH:22]=3)=[CH:5][C:4]=2[N:3]=1.[C:23]1(B(O)O)[CH:28]=[CH:27][CH:26]=[CH:25][CH:24]=1.C(=O)([O-])[O-].[K+].[K+]. (2) Given the product [Br:1][C:2]1[C:3](=[O:9])[N:4]([CH3:10])[C:5]([Cl:8])=[N:6][CH:7]=1, predict the reactants needed to synthesize it. The reactants are: [Br:1][C:2]1[C:3](=[O:9])[NH:4][C:5]([Cl:8])=[N:6][CH:7]=1.[CH3:10]N(C=O)C.[H-].[Li+].IC. (3) Given the product [CH:39]1([C:37]([NH:36][C:34]2[N:35]=[C:30]3[CH:29]=[CH:28][C:27]([O:26][C:25]4[CH:42]=[CH:43][C:44]([CH3:45])=[C:23]([NH:22][C:8]([C:4]5[CH:5]=[C:6]([CH3:7])[N:2]([CH3:1])[N:3]=5)=[O:10])[CH:24]=4)=[N:32][N:31]3[CH:33]=2)=[O:38])[CH2:40][CH2:41]1, predict the reactants needed to synthesize it. The reactants are: [CH3:1][N:2]1[C:6]([CH3:7])=[CH:5][C:4]([C:8]([OH:10])=O)=[N:3]1.O1CCCC1.C(Cl)(=O)C(Cl)=O.[NH2:22][C:23]1[CH:24]=[C:25]([CH:42]=[CH:43][C:44]=1[CH3:45])[O:26][C:27]1[CH:28]=[CH:29][C:30]2[N:31]([CH:33]=[C:34]([NH:36][C:37]([CH:39]3[CH2:41][CH2:40]3)=[O:38])[N:35]=2)[N:32]=1. (4) Given the product [F:1][C:2]([F:7])([F:6])[C:3]([OH:5])=[O:4].[F:8][C:9]([F:14])([F:13])[C:10]([OH:12])=[O:11].[Cl:22][C:23]1[CH:24]=[N:25][C:26]2[NH:27][C:28]3[CH:29]=[N:30][CH:31]=[C:32]([CH:54]=3)[CH2:33][CH2:34][C:35]3[CH:43]=[C:39]([NH:40][C:41]=1[N:42]=2)[CH:38]=[CH:37][C:36]=3[NH:44][C:45](=[O:53])[CH2:46][CH:47]1[CH2:52][CH2:51][N:50]([S:62]([C:58]2[S:57][C:56]([CH3:55])=[N:60][C:59]=2[CH3:61])(=[O:64])=[O:63])[CH2:49][CH2:48]1, predict the reactants needed to synthesize it. The reactants are: [F:1][C:2]([F:7])([F:6])[C:3]([OH:5])=[O:4].[F:8][C:9]([F:14])([F:13])[C:10]([OH:12])=[O:11].FC(F)(F)C(O)=O.[Cl:22][C:23]1[CH:24]=[N:25][C:26]2[NH:27][C:28]3[CH:29]=[N:30][CH:31]=[C:32]([CH:54]=3)[CH2:33][CH2:34][C:35]3[CH:43]=[C:39]([NH:40][C:41]=1[N:42]=2)[CH:38]=[CH:37][C:36]=3[NH:44][C:45](=[O:53])[CH2:46][CH:47]1[CH2:52][CH2:51][NH:50][CH2:49][CH2:48]1.[CH3:55][C:56]1[S:57][C:58]([S:62](Cl)(=[O:64])=[O:63])=[C:59]([CH3:61])[N:60]=1. (5) Given the product [Cl:28][C:15]1[C:16]([NH:18][C:19]2[CH:23]=[C:22]([O:24][CH:25]([CH3:27])[CH3:26])[NH:21][N:20]=2)=[N:17][C:12]([NH:10][CH:8]([C:5]2[N:6]=[CH:7][C:2]([F:1])=[CH:3][N:4]=2)[CH3:9])=[N:13][CH:14]=1, predict the reactants needed to synthesize it. The reactants are: [F:1][C:2]1[CH:3]=[N:4][C:5]([CH:8]([NH2:10])[CH3:9])=[N:6][CH:7]=1.Cl[C:12]1[N:17]=[C:16]([NH:18][C:19]2[CH:23]=[C:22]([O:24][CH:25]([CH3:27])[CH3:26])[NH:21][N:20]=2)[C:15]([Cl:28])=[CH:14][N:13]=1.CCN(C(C)C)C(C)C. (6) Given the product [F:1][C:2]1[CH:7]=[CH:6][C:5]([C:8]([F:11])([F:10])[F:9])=[CH:4][C:3]=1[NH:12][C:13]([C:14]1[CH:19]=[CH:18][C:17]([CH3:20])=[C:16]([CH:15]=1)[C:23]([O:65][CH3:64])=[O:24])=[O:22], predict the reactants needed to synthesize it. The reactants are: [F:1][C:2]1[CH:7]=[CH:6][C:5]([C:8]([F:11])([F:10])[F:9])=[CH:4][C:3]=1[NH:12][C:13](=[O:22])[C:14]1[CH:19]=[CH:18][C:17]([CH3:20])=[C:16](I)[CH:15]=1.[CH3:23][OH:24].C(N(CC)CC)C.C1(P(C2C=CC=CC=2)CCCP(C2C=CC=CC=2)C2C=CC=CC=2)C=CC=CC=1.CN([CH:64]=[O:65])C. (7) The reactants are: [NH2:1][C:2]1[C:11]2[C:6](=[C:7](Br)[CH:8]=[CH:9][CH:10]=2)[N:5]=[N:4][C:3]=1[C:13]([NH:15][CH2:16][CH2:17][CH3:18])=[O:14].[CH3:19][O:20][C:21]1[C:26]([O:27][CH3:28])=[C:25]([O:29][CH3:30])[CH:24]=[CH:23][C:22]=1B(O)O. Given the product [NH2:1][C:2]1[C:11]2[C:6](=[C:7]([C:22]3[CH:23]=[CH:24][C:25]([O:29][CH3:30])=[C:26]([O:27][CH3:28])[C:21]=3[O:20][CH3:19])[CH:8]=[CH:9][CH:10]=2)[N:5]=[N:4][C:3]=1[C:13]([NH:15][CH2:16][CH2:17][CH3:18])=[O:14], predict the reactants needed to synthesize it. (8) The reactants are: [NH2:1][C:2]1[N:7]=[CH:6][C:5]([C:8]#[N:9])=[C:4]([CH3:10])[CH:3]=1.N1C(C)=CC=CC=1C.[F:19][C:20]([F:31])([F:30])[C:21](O[C:21](=[O:22])[C:20]([F:31])([F:30])[F:19])=[O:22]. Given the product [C:8]([C:5]1[C:4]([CH3:10])=[CH:3][C:2]([NH:1][C:21](=[O:22])[C:20]([F:31])([F:30])[F:19])=[N:7][CH:6]=1)#[N:9], predict the reactants needed to synthesize it. (9) Given the product [Cl:1][C:2]1[C:10]([C:11]#[N:12])=[CH:9][CH:8]=[C:7]2[C:3]=1[CH:4]=[C:5]([CH:22]([F:23])[F:24])[NH:6]2, predict the reactants needed to synthesize it. The reactants are: [Cl:1][C:2]1[C:10]([C:11]#[N:12])=[CH:9][CH:8]=[C:7]2[C:3]=1[CH:4]=[C:5]([CH:22]([F:24])[F:23])[N:6]2S(C1C=CC=CC=1)(=O)=O.CCCC[N+](CCCC)(CCCC)CCCC.[F-].